Dataset: Full USPTO retrosynthesis dataset with 1.9M reactions from patents (1976-2016). Task: Predict the reactants needed to synthesize the given product. Given the product [CH:23]1([C:2]2[CH:22]=[N:21][C:5]3[N:6]=[C:7]([CH2:11][CH2:12][CH2:13][CH2:14][C:15]4[CH:20]=[CH:19][CH:18]=[CH:17][CH:16]=4)[NH:8][C:9](=[O:10])[C:4]=3[CH:3]=2)[CH2:25][CH2:24]1, predict the reactants needed to synthesize it. The reactants are: Br[C:2]1[CH:22]=[N:21][C:5]2[N:6]=[C:7]([CH2:11][CH2:12][CH2:13][CH2:14][C:15]3[CH:20]=[CH:19][CH:18]=[CH:17][CH:16]=3)[NH:8][C:9](=[O:10])[C:4]=2[CH:3]=1.[CH:23]1(B(O)O)[CH2:25][CH2:24]1.P([O-])([O-])([O-])=O.[K+].[K+].[K+].C1(P(C2CCCCC2)C2CCCCC2)CCCCC1.